Dataset: Reaction yield outcomes from USPTO patents with 853,638 reactions. Task: Predict the reaction yield, written as a fraction of the theoretical maximum amount of product (1.0 means a 100% yield; for example, 0.34 means a 34% yield). (1) The reactants are O=[CH:2][CH2:3][N:4]([CH2:10][CH:11]=[CH2:12])[C:5](=[O:9])[O:6][CH2:7][CH3:8].[C:13]1([C@H:19]([NH:21][CH2:22]C(O)=O)[CH3:20])[CH:18]=[CH:17][CH:16]=[CH:15][CH:14]=1. The catalyst is C1(C)C=CC=CC=1. The product is [C:13]1([C@H:19]([N:21]2[C@@H:2]3[C@@H:11]([CH2:10][N:4]([C:5]([O:6][CH2:7][CH3:8])=[O:9])[CH2:3]3)[CH2:12][CH2:22]2)[CH3:20])[CH:18]=[CH:17][CH:16]=[CH:15][CH:14]=1. The yield is 0.380. (2) The reactants are [CH3:1][O:2][C:3]1[CH:8]=[CH:7][CH:6]=[CH:5][C:4]=1B(O)O.Br[C:13]1[C:22]2[C:17](=[CH:18][C:19]([S:23]([N:26](CC3C=CC(OC)=CC=3)[C:27]3[S:28][CH:29]=[CH:30][N:31]=3)(=[O:25])=[O:24])=[CH:20][CH:21]=2)[CH:16]=[N:15][CH:14]=1.[O-]P([O-])([O-])=O.[K+].[K+].[K+].O1CCOCC1. The catalyst is C(C1C(C(C)(C)C)=C([Pd]Cl)C=CC=1NC)(C)(C)C.O. The product is [CH3:1][O:2][C:3]1[CH:8]=[CH:7][CH:6]=[CH:5][C:4]=1[C:13]1[C:22]2[C:17](=[CH:18][C:19]([S:23]([NH:26][C:27]3[S:28][CH:29]=[CH:30][N:31]=3)(=[O:25])=[O:24])=[CH:20][CH:21]=2)[CH:16]=[N:15][CH:14]=1. The yield is 0.658. (3) The reactants are [OH:1][N:2]=[C:3](Cl)[C:4]1[C:8]([NH:9][CH2:10][CH2:11][O:12][CH3:13])=[N:7][O:6][N:5]=1.[Br:15][C:16]1[CH:17]=[C:18]([CH:20]=[CH:21][C:22]=1[F:23])[NH2:19].C(=O)(O)[O-].[Na+]. The catalyst is O. The product is [Br:15][C:16]1[CH:17]=[C:18]([NH:19][C:3]([C:4]2[C:8]([NH:9][CH2:10][CH2:11][O:12][CH3:13])=[N:7][O:6][N:5]=2)=[N:2][OH:1])[CH:20]=[CH:21][C:22]=1[F:23]. The yield is 0.980. (4) The reactants are I[C:2]1[CH:3]=[C:4]([O:11][CH3:12])[CH:5]=[CH:6][C:7]=1[N+:8]([O-:10])=[O:9].C1([Mg]Cl)C=CC=CC=1.[CH3:21][C:22]([CH3:26])([CH3:25])[CH:23]=[O:24]. The catalyst is C1COCC1. The product is [CH3:12][O:11][C:4]1[CH:5]=[CH:6][C:7]([N+:8]([O-:10])=[O:9])=[C:2]([CH:23]([OH:24])[C:22]([CH3:26])([CH3:25])[CH3:21])[CH:3]=1. The yield is 0.880.